This data is from Forward reaction prediction with 1.9M reactions from USPTO patents (1976-2016). The task is: Predict the product of the given reaction. (1) Given the reactants Cl[CH2:2][C:3]1[CH:8]=[C:7]([C:9]2[S:13][C:12]([CH2:14][CH3:15])=[N:11][C:10]=2[C:16]2[CH:21]=[CH:20][CH:19]=[C:18]([CH3:22])[CH:17]=2)[CH:6]=[CH:5][N:4]=1.[C-:23]#[N:24].[K+].C1OCCOCCOCCOCCOCCOC1.C(=O)([O-])[O-].[K+].[K+], predict the reaction product. The product is: [C:23]([CH2:2][C:3]1[CH:8]=[C:7]([C:9]2[S:13][C:12]([CH2:14][CH3:15])=[N:11][C:10]=2[C:16]2[CH:21]=[CH:20][CH:19]=[C:18]([CH3:22])[CH:17]=2)[CH:6]=[CH:5][N:4]=1)#[N:24]. (2) Given the reactants [Cl:1][C:2]1[CH:7]=[CH:6][C:5]([N:8]2[CH2:13][CH2:12][C:11](=[CH2:14])[CH2:10][CH2:9]2)=[CH:4][CH:3]=1.B1C2CCCC1CCC2.Br[C:25]1[CH:34]=[N:33][C:32]2[N:31]3[CH2:35][CH2:36][CH2:37][C@H:30]3[C:29](=[O:38])[NH:28][C:27]=2[CH:26]=1.C(=O)([O-])[O-].[K+].[K+], predict the reaction product. The product is: [Cl:1][C:2]1[CH:3]=[CH:4][C:5]([N:8]2[CH2:13][CH2:12][CH:11]([CH2:14][C:25]3[CH:34]=[N:33][C:32]4[N:31]5[CH2:35][CH2:36][CH2:37][C@H:30]5[C:29](=[O:38])[NH:28][C:27]=4[CH:26]=3)[CH2:10][CH2:9]2)=[CH:6][CH:7]=1.